From a dataset of TCR-epitope binding with 47,182 pairs between 192 epitopes and 23,139 TCRs. Binary Classification. Given a T-cell receptor sequence (or CDR3 region) and an epitope sequence, predict whether binding occurs between them. The epitope is RAKFKQLL. The TCR CDR3 sequence is CASSRTGTSYEQYF. Result: 1 (the TCR binds to the epitope).